From a dataset of Reaction yield outcomes from USPTO patents with 853,638 reactions. Predict the reaction yield, written as a fraction of the theoretical maximum amount of product (1.0 means a 100% yield; for example, 0.34 means a 34% yield). (1) The reactants are [CH3:1][N:2]1[CH:6]=[C:5]([CH2:7][C:8]2[C:9](=[O:15])[NH:10][C:11](=[S:14])[NH:12][CH:13]=2)[CH:4]=[N:3]1.I[CH2:17][CH2:18][C:19]1[CH:24]=[CH:23][C:22]([O:25][C:26]2[CH:31]=[CH:30][C:29]([Cl:32])=[C:28]([C:33]([F:36])([F:35])[F:34])[CH:27]=2)=[CH:21][CH:20]=1.CCN(C(C)C)C(C)C. The catalyst is C(Cl)(Cl)Cl. The product is [Cl:32][C:29]1[CH:30]=[CH:31][C:26]([O:25][C:22]2[CH:23]=[CH:24][C:19]([CH2:18][CH2:17][S:14][C:11]3[NH:12][CH:13]=[C:8]([CH2:7][C:5]4[CH:4]=[N:3][N:2]([CH3:1])[CH:6]=4)[C:9](=[O:15])[N:10]=3)=[CH:20][CH:21]=2)=[CH:27][C:28]=1[C:33]([F:34])([F:35])[F:36]. The yield is 0.219. (2) The reactants are [O:1]=[C:2]1[C:10](=[O:11])[C:9]2[C:4](=[CH:5][CH:6]=[C:7]([S:12](Cl)(=[O:14])=[O:13])[CH:8]=2)[NH:3]1.[Na].[NH:17]1C2[C:22](=CC(S(O)(=O)=O)=CC=2)[C:20](=O)[C:18]1=O.O=P(Cl)(Cl)Cl.CCN(C(C)C)C(C)C.C(N)CC. The catalyst is C1COCC1.C(OCC)(=O)C. The product is [CH2:18]([NH:17][S:12]([C:7]1[CH:8]=[C:9]2[C:4](=[CH:5][CH:6]=1)[NH:3][C:2](=[O:1])[C:10]2=[O:11])(=[O:14])=[O:13])[CH2:20][CH3:22]. The yield is 0.600. (3) The reactants are [CH2:1]([O:3][C:4]1[CH:5]=[C:6]([NH:12][C:13]2[CH:21]=[CH:20][CH:19]=[C:15]([C:16]([OH:18])=O)[C:14]=2[C:22]([OH:24])=O)[CH:7]=[CH:8][C:9]=1[O:10][CH3:11])[CH3:2].Cl.[NH2:26][CH:27]1[CH2:33][CH2:32][C:31](=[O:34])[NH:30][C:28]1=[O:29]. The catalyst is N1C=CC=CC=1. The product is [O:29]=[C:28]1[CH:27]([N:26]2[C:22](=[O:24])[C:14]3[C:15](=[CH:19][CH:20]=[CH:21][C:13]=3[NH:12][C:6]3[CH:7]=[CH:8][C:9]([O:10][CH3:11])=[C:4]([O:3][CH2:1][CH3:2])[CH:5]=3)[C:16]2=[O:18])[CH2:33][CH2:32][C:31](=[O:34])[NH:30]1. The yield is 0.670.